Dataset: Forward reaction prediction with 1.9M reactions from USPTO patents (1976-2016). Task: Predict the product of the given reaction. (1) Given the reactants [NH:1]1[C:9]2[C:4](=[CH:5][CH:6]=[CH:7][CH:8]=2)[C:3](/[CH:10]=[C:11]2\[O:12][C:13]3[C:20]([CH2:21][N:22]4[CH2:27][CH2:26][N:25](C(OC(C)(C)C)=O)[CH2:24][CH2:23]4)=[C:19]([O:35][CH3:36])[C:18]([O:37][CH3:38])=[CH:17][C:14]=3[C:15]\2=[O:16])=[N:2]1.Cl, predict the reaction product. The product is: [NH:1]1[C:9]2[C:4](=[CH:5][CH:6]=[CH:7][CH:8]=2)[C:3](/[CH:10]=[C:11]2\[O:12][C:13]3[C:20]([CH2:21][N:22]4[CH2:23][CH2:24][NH:25][CH2:26][CH2:27]4)=[C:19]([O:35][CH3:36])[C:18]([O:37][CH3:38])=[CH:17][C:14]=3[C:15]\2=[O:16])=[N:2]1. (2) Given the reactants Br[C:2]1[CH:7]=[CH:6][CH:5]=[C:4]([Br:8])[CH:3]=1.[NH:9]1[CH2:14][CH2:13][S:12](=[O:16])(=[O:15])[CH2:11][CH2:10]1.C1C=CC(P(C2C(C3C(P(C4C=CC=CC=4)C4C=CC=CC=4)=CC=C4C=3C=CC=C4)=C3C(C=CC=C3)=CC=2)C2C=CC=CC=2)=CC=1.CC([O-])(C)C.[Na+], predict the reaction product. The product is: [Br:8][C:4]1[CH:3]=[C:2]([N:9]2[CH2:14][CH2:13][S:12](=[O:16])(=[O:15])[CH2:11][CH2:10]2)[CH:7]=[CH:6][CH:5]=1. (3) Given the reactants [C:1]([O:5][C:6]([N:8]1[CH2:13][CH2:12][CH:11]([C:14]([OH:16])=O)[CH2:10][CH2:9]1)=[O:7])([CH3:4])([CH3:3])[CH3:2].[C:17]1(C)[CH:22]=[CH:21][CH:20]=[CH:19][CH:18]=1.C1N=CN(C([N:31]2[CH:35]=[N:34]C=C2)=O)C=1.C(OCC)(=O)C, predict the reaction product. The product is: [C:17]1([C:35]2[N:34]=[C:14]([CH:11]3[CH2:10][CH2:9][N:8]([C:6]([O:5][C:1]([CH3:2])([CH3:3])[CH3:4])=[O:7])[CH2:13][CH2:12]3)[O:16][N:31]=2)[CH:22]=[CH:21][CH:20]=[CH:19][CH:18]=1. (4) Given the reactants CC1C=C(N2CCN(CCOC3C=CC=CC=3)C2=O)SC=1C(O)=O.[F:25][C:26]1[CH:47]=[CH:46][C:29]([CH2:30][N:31]2[CH2:35][CH2:34][N:33]([C:36]3[S:40][C:39]([C:41](O)=[O:42])=[C:38]([CH3:44])[CH:37]=3)[C:32]2=[O:45])=[CH:28][CH:27]=1.Cl.[O:49]1[C:53]2[CH:54]=[CH:55][CH:56]=[CH:57][C:52]=2[N:51]=[C:50]1[CH2:58][NH2:59], predict the reaction product. The product is: [O:49]1[C:53]2[CH:54]=[CH:55][CH:56]=[CH:57][C:52]=2[N:51]=[C:50]1[CH2:58][NH:59][C:41]([C:39]1[S:40][C:36]([N:33]2[CH2:34][CH2:35][N:31]([CH2:30][C:29]3[CH:28]=[CH:27][C:26]([F:25])=[CH:47][CH:46]=3)[C:32]2=[O:45])=[CH:37][C:38]=1[CH3:44])=[O:42]. (5) Given the reactants [OH-].[K+].[C:3]1([C:9]2[NH:10][C:11]3[C:16]([CH:17]=2)=[CH:15][C:14]([C:18]([O:20][CH3:21])=[O:19])=[CH:13][CH:12]=3)[CH:8]=[CH:7][CH:6]=[CH:5][CH:4]=1.[CH3:22][O:23][CH2:24][CH2:25]Br, predict the reaction product. The product is: [CH3:22][O:23][CH2:24][CH2:25][N:10]1[C:11]2[C:16](=[CH:15][C:14]([C:18]([O:20][CH3:21])=[O:19])=[CH:13][CH:12]=2)[CH:17]=[C:9]1[C:3]1[CH:4]=[CH:5][CH:6]=[CH:7][CH:8]=1. (6) Given the reactants [CH2:1]([O:3][C@@H:4]([CH2:10][C:11]1[CH:16]=[CH:15][C:14]([O:17][CH2:18][C:19]([C:21]2[CH:26]=[CH:25][CH:24]=[C:23]([O:27][CH3:28])[CH:22]=2)=[O:20])=[CH:13][CH:12]=1)[C:5]([O:7]CC)=[O:6])[CH3:2].[Li+].[OH-].Cl, predict the reaction product. The product is: [CH2:1]([O:3][C@@H:4]([CH2:10][C:11]1[CH:16]=[CH:15][C:14]([O:17][CH2:18][C:19]([C:21]2[CH:26]=[CH:25][CH:24]=[C:23]([O:27][CH3:28])[CH:22]=2)=[O:20])=[CH:13][CH:12]=1)[C:5]([OH:7])=[O:6])[CH3:2].